Dataset: B-cell epitopes from IEDB database with 3,159 antigens for binding position prediction. Task: Token-level Classification. Given an antigen amino acid sequence, predict which amino acid positions are active epitope sites capable of antibody binding. Output is a list of indices for active positions. Given the antigen sequence: MTCTFVFQSRFCIFPLTFKSSASPRKFLTNVTGCCSATVTRLPLSNKVLTAVDRSLRCP, which amino acid positions are active epitope sites? The epitope positions are: [18, 19, 20, 21, 22, 23, 24]. The amino acids at these positions are: KSSASPR.